Regression. Given a peptide amino acid sequence and an MHC pseudo amino acid sequence, predict their binding affinity value. This is MHC class I binding data. From a dataset of Peptide-MHC class I binding affinity with 185,985 pairs from IEDB/IMGT. (1) The peptide sequence is NRRPILTII. The MHC is Mamu-B17 with pseudo-sequence Mamu-B17. The binding affinity (normalized) is 0.00572. (2) The peptide sequence is NWAKVLVVL. The MHC is Patr-A0901 with pseudo-sequence Patr-A0901. The binding affinity (normalized) is 0.400. (3) The peptide sequence is ILMIFISSFL. The MHC is HLA-B53:01 with pseudo-sequence HLA-B53:01. The binding affinity (normalized) is 0.341. (4) The peptide sequence is REAVESCPLM. The MHC is HLA-B44:02 with pseudo-sequence HLA-B44:02. The binding affinity (normalized) is 0.421. (5) The peptide sequence is EIRHRSGIQ. The MHC is HLA-A31:01 with pseudo-sequence HLA-A31:01. The binding affinity (normalized) is 0.0847. (6) The peptide sequence is ILRPLGIEY. The MHC is HLA-A02:06 with pseudo-sequence HLA-A02:06. The binding affinity (normalized) is 0.0847. (7) The peptide sequence is LRWASGVSE. The MHC is HLA-B39:01 with pseudo-sequence HLA-B39:01. The binding affinity (normalized) is 0.0847. (8) The peptide sequence is MRDGGSATV. The MHC is HLA-A02:01 with pseudo-sequence HLA-A02:01. The binding affinity (normalized) is 0.0847. (9) The peptide sequence is SLLNNQFGTM. The MHC is H-2-Db with pseudo-sequence H-2-Db. The binding affinity (normalized) is 0.464.